The task is: Predict the reaction yield, written as a fraction of the theoretical maximum amount of product (1.0 means a 100% yield; for example, 0.34 means a 34% yield).. This data is from Reaction yield outcomes from USPTO patents with 853,638 reactions. The reactants are FC(F)(F)C1C=C(C=CC=1)C([O:8][CH:9]([CH2:14][N:15]([C:28]1[CH:33]=[CH:32][CH:31]=[C:30]([F:34])[CH:29]=1)[C:16](=[O:27])[C:17]1[CH:22]=[CH:21][CH:20]=[C:19]([C:23]([F:26])([F:25])[F:24])[CH:18]=1)[C:10]([F:13])([F:12])[F:11])=O.N. The catalyst is CO. The product is [F:34][C:30]1[CH:29]=[C:28]([N:15]([CH2:14][CH:9]([OH:8])[C:10]([F:11])([F:12])[F:13])[C:16](=[O:27])[C:17]2[CH:22]=[CH:21][CH:20]=[C:19]([C:23]([F:26])([F:25])[F:24])[CH:18]=2)[CH:33]=[CH:32][CH:31]=1. The yield is 0.610.